This data is from NCI-60 drug combinations with 297,098 pairs across 59 cell lines. The task is: Regression. Given two drug SMILES strings and cell line genomic features, predict the synergy score measuring deviation from expected non-interaction effect. Drug 1: C1=CC(=CC=C1CCC2=CNC3=C2C(=O)NC(=N3)N)C(=O)NC(CCC(=O)O)C(=O)O. Drug 2: C1CN(P(=O)(OC1)NCCCl)CCCl. Cell line: DU-145. Synergy scores: CSS=14.5, Synergy_ZIP=-6.42, Synergy_Bliss=0.606, Synergy_Loewe=-15.8, Synergy_HSA=-0.0605.